The task is: Predict which catalyst facilitates the given reaction.. This data is from Catalyst prediction with 721,799 reactions and 888 catalyst types from USPTO. (1) Reactant: Br[C:2]1[CH:11]=[C:10]2[C:5]([CH:6]=[CH:7][N:8]=[C:9]2[O:12][C@H:13]2[CH2:17][N:16]([C:18]([O:20][C:21]([CH3:24])([CH3:23])[CH3:22])=[O:19])[C@H:15]([C:25]([O:27][CH3:28])=[O:26])[CH2:14]2)=[CH:4][CH:3]=1.[CH2:29](C([Sn])=C(CCCC)CCCC)[CH2:30]CC.CCOC(C)=O. Product: [CH:29]([C:2]1[CH:11]=[C:10]2[C:5]([CH:6]=[CH:7][N:8]=[C:9]2[O:12][C@H:13]2[CH2:17][N:16]([C:18]([O:20][C:21]([CH3:22])([CH3:23])[CH3:24])=[O:19])[C@H:15]([C:25]([O:27][CH3:28])=[O:26])[CH2:14]2)=[CH:4][CH:3]=1)=[CH2:30]. The catalyst class is: 11. (2) Reactant: [O:1]1[C:5]2([CH2:10][CH2:9][CH:8]([C:11]([O:13]CC)=[O:12])[CH2:7][CH2:6]2)[O:4][CH2:3][CH2:2]1.C1COCC1.O.[OH-].[Li+].Cl. Product: [O:1]1[C:5]2([CH2:10][CH2:9][CH:8]([C:11]([OH:13])=[O:12])[CH2:7][CH2:6]2)[O:4][CH2:3][CH2:2]1. The catalyst class is: 24. (3) Reactant: [CH2:1]([NH:8][C:9]([C@@H:11]([CH:46]1[CH2:51][CH2:50][O:49][CH2:48][CH2:47]1)[C:12]1[CH:45]=[CH:44][C:15]([CH2:16][N:17]2[C:25]3[C:20](=[CH:21][CH:22]=[CH:23][CH:24]=3)[C:19]3[C:26]([CH3:43])=[C:27]([CH2:31][CH2:32][C:33]([O:35]CC4C=CC=CC=4)=[O:34])[C:28]([CH3:30])=[N:29][C:18]2=3)=[CH:14][CH:13]=1)=[O:10])[C:2]1[CH:7]=[CH:6][CH:5]=[CH:4][CH:3]=1.[H][H]. Product: [CH2:1]([NH:8][C:9]([C@@H:11]([CH:46]1[CH2:47][CH2:48][O:49][CH2:50][CH2:51]1)[C:12]1[CH:45]=[CH:44][C:15]([CH2:16][N:17]2[C:25]3[C:20](=[CH:21][CH:22]=[CH:23][CH:24]=3)[C:19]3[C:26]([CH3:43])=[C:27]([CH2:31][CH2:32][C:33]([OH:35])=[O:34])[C:28]([CH3:30])=[N:29][C:18]2=3)=[CH:14][CH:13]=1)=[O:10])[C:2]1[CH:7]=[CH:6][CH:5]=[CH:4][CH:3]=1. The catalyst class is: 457. (4) Reactant: [F:1][C:2]1[CH:3]=[C:4]([CH2:9][C:10]([C:12]2[CH:17]=[CH:16][C:15]([CH3:18])=[C:14]([CH3:19])[CH:13]=2)=[O:11])[CH:5]=[C:6]([F:8])[CH:7]=1.C([N-]C(C)C)(C)C.[Li+].Br[CH2:29][CH2:30][CH2:31][S:32][C:33]1[CH:42]=[CH:41][C:36]([C:37]([O:39][CH3:40])=[O:38])=[CH:35][CH:34]=1. Product: [F:1][C:2]1[CH:3]=[C:4]([CH:9]([C:10]([C:12]2[CH:17]=[CH:16][C:15]([CH3:18])=[C:14]([CH3:19])[CH:13]=2)=[O:11])[CH2:29][CH2:30][CH2:31][S:32][C:33]2[CH:42]=[CH:41][C:36]([C:37]([O:39][CH3:40])=[O:38])=[CH:35][CH:34]=2)[CH:5]=[C:6]([F:8])[CH:7]=1. The catalyst class is: 1. (5) Reactant: [NH:1]1[C:5]2=[N:6][CH:7]=[CH:8][CH:9]=[C:4]2[CH:3]=[N:2]1.[I:10]I.[OH-].[K+]. Product: [I:10][C:3]1[C:4]2[C:5](=[N:6][CH:7]=[CH:8][CH:9]=2)[NH:1][N:2]=1. The catalyst class is: 3.